From a dataset of Catalyst prediction with 721,799 reactions and 888 catalyst types from USPTO. Predict which catalyst facilitates the given reaction. (1) Reactant: [C:1]([O:5][C:6]([NH:8][C@@H:9]1[CH2:13][CH2:12][N:11]([C:14]2[CH:19]=[CH:18][C:17]([N:20]3[CH2:24][C@H:23]([CH2:25][OH:26])[O:22][C:21]3=[O:27])=[CH:16][C:15]=2[F:28])[CH2:10]1)=[O:7])([CH3:4])([CH3:3])[CH3:2].C(N(CC)CC)C.[CH3:36][S:37](Cl)(=[O:39])=[O:38]. Product: [C:1]([O:5][C:6]([NH:8][C@@H:9]1[CH2:13][CH2:12][N:11]([C:14]2[CH:19]=[CH:18][C:17]([N:20]3[CH2:24][C@H:23]([CH2:25][O:26][S:37]([CH3:36])(=[O:39])=[O:38])[O:22][C:21]3=[O:27])=[CH:16][C:15]=2[F:28])[CH2:10]1)=[O:7])([CH3:4])([CH3:2])[CH3:3]. The catalyst class is: 4. (2) Reactant: [CH3:1][C:2]12[O:8][CH:7]1[CH2:6][CH2:5][CH2:4][CH2:3]2.[OH-].[NH4+:10]. Product: [NH2:10][CH:7]1[CH2:6][CH2:5][CH2:4][CH2:3][C:2]1([CH3:1])[OH:8]. The catalyst class is: 6. (3) Reactant: [O:1]1[C:5]2[CH:6]=[CH:7][CH:8]=[CH:9][C:4]=2[CH:3]=[C:2]1[C:10]1[N:14]2[N:15]=[C:16](Cl)[CH:17]=[CH:18][C:13]2=[N:12][CH:11]=1.[NH2:20][CH2:21][CH:22]([CH:24]1[CH2:29][CH2:28][CH2:27][CH2:26][CH2:25]1)[OH:23]. Product: [O:1]1[C:5]2[CH:6]=[CH:7][CH:8]=[CH:9][C:4]=2[CH:3]=[C:2]1[C:10]1[N:14]2[N:15]=[C:16]([NH:20][CH2:21][CH:22]([CH:24]3[CH2:29][CH2:28][CH2:27][CH2:26][CH2:25]3)[OH:23])[CH:17]=[CH:18][C:13]2=[N:12][CH:11]=1. The catalyst class is: 51. (4) The catalyst class is: 759. Reactant: N[C:2]1([CH2:9][C:10]([O:12][CH3:13])=[O:11])[CH2:7][CH2:6][CH2:5][N:4]([CH3:8])[CH2:3]1.CCN(CC)CC.Cl[S:22]([NH:25][C:26](=O)OCCCl)(=[O:24])=[O:23].C[NH:33][C:34]1[CH:39]=[CH:38][C:37]([CH2:40][CH2:41][CH2:42][CH2:43][CH2:44][CH2:45][CH2:46][CH3:47])=[CH:36][CH:35]=1. Product: [CH3:8][N:4]1[CH2:5][CH2:6][CH2:7][C:2]([CH2:9][C:10]([O:12][CH3:13])=[O:11])([N:25]([CH3:26])[S:22](=[O:23])(=[O:24])[NH:33][C:34]2[CH:39]=[CH:38][C:37]([CH2:40][CH2:41][CH2:42][CH2:43][CH2:44][CH2:45][CH2:46][CH3:47])=[CH:36][CH:35]=2)[CH2:3]1. (5) Reactant: C([O:8][CH2:9][C@H:10]1[CH2:15][CH2:14][C@H:13]2[C@H:16]3[C@H:26]([CH2:27][CH2:28][C@:11]12[CH3:12])[C@:24]1([CH3:25])[C@H:19]([CH2:20][C@H:21]([O:29][CH2:30][O:31][CH3:32])[CH2:22][CH2:23]1)[C@H:18]([O:33][CH3:34])[CH2:17]3)C1C=CC=CC=1. Product: [CH3:34][O:33][C@H:18]1[C@@H:19]2[C@:24]([CH3:25])([CH2:23][CH2:22][C@@H:21]([O:29][CH2:30][O:31][CH3:32])[CH2:20]2)[C@@H:26]2[C@H:16]([C@H:13]3[C@@:11]([CH2:28][CH2:27]2)([CH3:12])[C@@H:10]([CH2:9][OH:8])[CH2:15][CH2:14]3)[CH2:17]1. The catalyst class is: 99. (6) The catalyst class is: 57. Product: [CH3:15][O:14][C:11]1[N:10]=[CH:9][C:8]([CH2:7][C:6]2[C:5](=[O:16])[NH:21][C:22](=[S:23])[NH:24][CH:17]=2)=[CH:13][CH:12]=1. Reactant: [H-].[Na+].CO[C:5](=[O:16])[CH2:6][CH2:7][C:8]1[CH:9]=[N:10][C:11]([O:14][CH3:15])=[CH:12][CH:13]=1.[CH:17](OC)=O.[NH2:21][C:22]([NH2:24])=[S:23]. (7) Reactant: Cl.O1CCOCC1.C([O:11][C:12]1[CH:13]=[C:14]2[C:19](=[CH:20][CH:21]=1)[N:18]=[CH:17][N:16]=[C:15]2Cl)(=O)C.[Cl:23][C:24]1[CH:25]=[C:26]([CH:28]=[CH:29][C:30]=1[O:31][CH2:32][C:33]1[CH:38]=[CH:37][CH:36]=[CH:35][N:34]=1)[NH2:27]. Product: [Cl:23][C:24]1[CH:25]=[C:26]([NH:27][C:15]2[C:14]3[C:19](=[CH:20][CH:21]=[C:12]([OH:11])[CH:13]=3)[N:18]=[CH:17][N:16]=2)[CH:28]=[CH:29][C:30]=1[O:31][CH2:32][C:33]1[CH:38]=[CH:37][CH:36]=[CH:35][N:34]=1. The catalyst class is: 10.